Dataset: Catalyst prediction with 721,799 reactions and 888 catalyst types from USPTO. Task: Predict which catalyst facilitates the given reaction. (1) Reactant: [CH:1]1[CH:6]=[C:5]([C:7]([C:17]2[CH:22]=[C:21]([I:23])[C:20]([O-:24])=[C:19]([I:25])[CH:18]=2)=[C:8]2[CH:14]=[C:13]([I:15])[C:11](=[O:12])[C:10]([I:16])=[CH:9]2)[C:4]([C:26]([O-:28])=[O:27])=[CH:3][CH:2]=1.[Na+:29].[Na+].[C:31]([C:33]1[CH:34]=[C:35]([CH:42]=[CH:43][CH:44]=1)[CH2:36][C@@H:37]([C:39]([OH:41])=O)[NH2:38])#[N:32].[CH2:45]([O:47][C:48]([N:50]1[CH2:55][CH2:54][NH:53][CH2:52][CH2:51]1)=[O:49])[CH3:46].ON1C2C=CC=CC=2N=N1.C1(N=C=NC2CCCCC2)CCCCC1. Product: [CH:1]1[CH:6]=[C:5]([C:7]([C:8]2[CH:9]=[C:10]([I:16])[C:11]([O-:12])=[C:13]([I:15])[CH:14]=2)=[C:17]2[CH:18]=[C:19]([I:25])[C:20](=[O:24])[C:21]([I:23])=[CH:22]2)[C:4]([C:26]([O-:28])=[O:27])=[CH:3][CH:2]=1.[Na+:29].[Na+:29].[CH2:45]([O:47][C:48]([N:50]1[CH2:51][CH2:52][N:53]([C:39](=[O:41])[C@H:37]([CH2:36][C:35]2[CH:42]=[CH:43][CH:44]=[C:33]([C:31]#[N:32])[CH:34]=2)[NH2:38])[CH2:54][CH2:55]1)=[O:49])[CH3:46]. The catalyst class is: 3. (2) Reactant: C([O:4][CH2:5][C:6]([CH3:53])([CH3:52])[CH2:7][N:8]1[C:14]2[CH:15]=[CH:16][C:17]([Cl:19])=[CH:18][C:13]=2[C@@H:12]([C:20]2[CH:25]=[CH:24][CH:23]=[C:22]([O:26][CH3:27])[C:21]=2[O:28][CH3:29])[O:11][C@H:10]([CH2:30][C:31]([NH:33][C:34]2[C:35]([O:49][CH3:50])=[C:36]([O:47][CH3:48])[CH:37]=[C:38]([CH2:40][CH2:41][C:42]([O:44]CC)=[O:43])[CH:39]=2)=[O:32])[C:9]1=[O:51])(=O)C.[OH-].[Na+].C(O)C. Product: [Cl:19][C:17]1[CH:16]=[CH:15][C:14]2[N:8]([CH2:7][C:6]([CH3:52])([CH3:53])[CH2:5][OH:4])[C:9](=[O:51])[C@@H:10]([CH2:30][C:31]([NH:33][C:34]3[C:35]([O:49][CH3:50])=[C:36]([O:47][CH3:48])[CH:37]=[C:38]([CH2:40][CH2:41][C:42]([OH:44])=[O:43])[CH:39]=3)=[O:32])[O:11][C@H:12]([C:20]3[CH:25]=[CH:24][CH:23]=[C:22]([O:26][CH3:27])[C:21]=3[O:28][CH3:29])[C:13]=2[CH:18]=1. The catalyst class is: 6. (3) Reactant: [CH3:1][O:2][C:3]1[CH:8]=[CH:7][C:6]([C:9]([C:11]2[C:12]([OH:20])=[N:13][C:14]([O:18][CH3:19])=[CH:15][C:16]=2[CH3:17])=O)=[CH:5][CH:4]=1.C([BH3-])#N.[Na+]. Product: [CH3:19][O:18][C:14]1[NH:13][C:12](=[O:20])[C:11]([CH2:9][C:6]2[CH:5]=[CH:4][C:3]([O:2][CH3:1])=[CH:8][CH:7]=2)=[C:16]([CH3:17])[CH:15]=1. The catalyst class is: 7. (4) Reactant: [C:1]1([S:7]([N:10]2[C:18]3[C:13](=[CH:14][CH:15]=[C:16]([C:19]([O:21]C)=O)[CH:17]=3)[CH:12]=[CH:11]2)(=[O:9])=[O:8])[CH:6]=[CH:5][CH:4]=[CH:3][CH:2]=1.[Li+].C[Si]([N-][Si](C)(C)C)(C)C.[Cl:33][C:34]1[N:39]=[C:38]([CH3:40])[CH:37]=[CH:36][N:35]=1. Product: [Cl:33][C:34]1[N:39]=[C:38]([CH2:40][C:19]([C:16]2[CH:17]=[C:18]3[C:13]([CH:12]=[CH:11][N:10]3[S:7]([C:1]3[CH:2]=[CH:3][CH:4]=[CH:5][CH:6]=3)(=[O:9])=[O:8])=[CH:14][CH:15]=2)=[O:21])[CH:37]=[CH:36][N:35]=1. The catalyst class is: 1. (5) Reactant: C([O:8][C:9]1[CH:10]=[C:11]([C:15]2[C:16]3[O:23][C:22]([CH:24]([O:28][CH2:29][CH3:30])[O:25][CH2:26][CH3:27])=[CH:21][C:17]=3[CH:18]=[N:19][CH:20]=2)[CH:12]=[CH:13][CH:14]=1)C1C=CC=CC=1. Product: [CH2:29]([O:28][CH:24]([O:25][CH2:26][CH3:27])[C:22]1[O:23][C:16]2[C:15]([C:11]3[CH:10]=[C:9]([OH:8])[CH:14]=[CH:13][CH:12]=3)=[CH:20][N:19]=[CH:18][C:17]=2[CH:21]=1)[CH3:30]. The catalyst class is: 78.